This data is from Experimentally validated miRNA-target interactions with 360,000+ pairs, plus equal number of negative samples. The task is: Binary Classification. Given a miRNA mature sequence and a target amino acid sequence, predict their likelihood of interaction. (1) The miRNA is hsa-miR-3664-3p with sequence UCUCAGGAGUAAAGACAGAGUU. The protein sequence of the target gene is MAAQIPESDQIKQFKEFLGTYNKLTETCFLDCVKDFTTREVKPEETTCSEHCLQKYLKMTQRISMRFQEYHIQQNEALAAKAGLLGQPR. Result: 0 (no interaction). (2) The miRNA is hsa-miR-4666b with sequence UUGCAUGUCAGAUUGUAAUUCCC. The protein sequence of the target gene is MSGSTQPVAQTWRAAEPRYPPHGISYPVQIARSHTDVGLLEYQHHPRDYTSHLSPGSIIQPQRRRPSLLSEFQPGSERSQELHLRPESRTFLPELGKPDIEFTESKRPRLELLPDTLLRPSPLLATGQPSGSEDLTKDRSLAGKLEPVSPPSPPHADPELELAPSRLSKEELIQNMDRVDREITMVEQQISKLKKKQQQLEEEAAKPPEPEKPVSPPPIESKHRSLVQIIYDENRKKAEAAHRILEGLGPQVELPLYNQPSDTRQYHENIKINQAMRKKLILYFKRRNHARKQWEQRFCQ.... Result: 0 (no interaction). (3) The miRNA is hsa-miR-1322 with sequence GAUGAUGCUGCUGAUGCUG. The protein sequence of the target gene is MPGTSRHSGRDAGSALLSLHQEDQENVNPEKLAPAQQPRAQAVLKAGNVRGPAPQQKLKTRRVAPLKDLPINDEHVTAGPSWKAVSKQPAFTIHVDEAEETQKRPAELKETECEDALAFNAAVSLPGARKPLTPLDYPMDGSFESPHAMDMSIVLEDKPVNVNEVPDYQEDIHTYLREMEVKCKPKVGYMKRQPDITNSMRAILVDWLVEVGEEYKLQNETLHLAVNYIDRFLSSMSVLRGKLQLVGTAAMLLASKFEEIYPPEVAEFVYITDDTYSKKQVLRMEHLVLKVLAFDLAAPT.... Result: 0 (no interaction). (4) The miRNA is mmu-miR-701-5p with sequence UUAGCCGCUGAAAUAGAUGGA. The protein sequence of the target gene is MSLKWTSVFLLIQLSCYFSSGSCGKVLVWPTEYSHWINMKTILEELVQRGHEVTVLTSSASTLVNASKSSAIKLEVYPTSLTKNYLEDSLLKILDRWIYGVSKNTFWSYFSQLQELCWEYYDYSNKLCKDAVLNKKLMMKLQESKFDVILADALNPCGELLAELFNIPFLYSLRFSVGYTFEKNGGGFLFPPSYVPVVMSELSDQMIFMERIKNMIHMLYFDFWFQIYDLKKWDQFYSEVLGRPTTLFETMGKAEMWLIRTYWDFEFPRPFLPNVDFVGGLHCKPAKPLPKEMEEFVQSS.... Result: 0 (no interaction).